From a dataset of Reaction yield outcomes from USPTO patents with 853,638 reactions. Predict the reaction yield, written as a fraction of the theoretical maximum amount of product (1.0 means a 100% yield; for example, 0.34 means a 34% yield). (1) The reactants are [CH3:1][C:2]([O:5][C:6]([NH:8][C@@H:9]1[C:12](=[O:13])[O:11][CH2:10]1)=[O:7])([CH3:4])[CH3:3].[I:14][C:15]1[CH:16]=[N:17][NH:18][CH:19]=1. The catalyst is CC#N. The product is [C:2]([O:5][C:6]([NH:8][C@@H:9]([CH2:10][N:17]1[CH:16]=[C:15]([I:14])[CH:19]=[N:18]1)[C:12]([OH:11])=[O:13])=[O:7])([CH3:4])([CH3:3])[CH3:1]. The yield is 0.520. (2) The reactants are Cl.[NH2:2][CH2:3][C:4]([CH3:7])([SH:6])[CH3:5].C(N(CC)CC)C.[C:15]1(=[O:21])[O:20][C:18](=[O:19])[CH2:17][CH2:16]1. The catalyst is C(Cl)Cl. The product is [CH3:5][C:4]([SH:6])([CH3:7])[CH2:3][NH:2][C:15]([CH2:16][CH2:17][C:18]([OH:20])=[O:19])=[O:21]. The yield is 0.944. (3) The reactants are [Cl:1][C:2]1[C:7]2[CH:8]=[CH:9][S:10][C:6]=2[CH:5]=[N:4][CH:3]=1.C([Li])CCC.[I:16]I. The catalyst is C1COCC1. The product is [I:16][N:4]1[CH:5]=[C:6]2[S:10][CH2:9][CH:8]=[C:7]2[C:2]([Cl:1])=[CH:3]1. The yield is 0.520. (4) The reactants are [CH3:1][C:2]1([CH3:21])[CH2:6][O:5][C:4](=[O:7])[N:3]1[C:8]1[S:9][CH:10]=[C:11]([C:13]2[CH:20]=[CH:19][C:16]([C:17]#[N:18])=[CH:15][CH:14]=2)[N:12]=1.[NH2:22][OH:23].CS(C)=O. The catalyst is O1CCCC1.C(OCC)(=O)C. The product is [CH3:1][C:2]1([CH3:21])[CH2:6][O:5][C:4](=[O:7])[N:3]1[C:8]1[S:9][CH:10]=[C:11]([C:13]2[CH:20]=[CH:19][C:16]([C:17](=[N:22][OH:23])[NH2:18])=[CH:15][CH:14]=2)[N:12]=1. The yield is 0.640. (5) The product is [N:11]1[CH:12]=[CH:13][CH:14]=[C:9]2[CH2:8][CH2:7][CH2:6][CH2:5][CH:4]([NH2:1])[C:10]=12. The reactants are [N:1]([CH:4]1[C:10]2=[N:11][CH:12]=[CH:13][CH:14]=[C:9]2[CH2:8][CH2:7][CH2:6][CH2:5]1)=[N+]=[N-]. The catalyst is CO.[Pd]. The yield is 0.880.